From a dataset of Forward reaction prediction with 1.9M reactions from USPTO patents (1976-2016). Predict the product of the given reaction. Given the reactants [NH2:1][OH:2].O.[CH3:4][C:5]1[S:9][C:8]([S:10](Cl)(=[O:12])=[O:11])=[CH:7][CH:6]=1.S(Cl)(Cl)(=O)=O, predict the reaction product. The product is: [OH:2][NH:1][S:10]([C:8]1[S:9][C:5]([CH3:4])=[CH:6][CH:7]=1)(=[O:12])=[O:11].